From a dataset of Full USPTO retrosynthesis dataset with 1.9M reactions from patents (1976-2016). Predict the reactants needed to synthesize the given product. (1) Given the product [Br:12][C:13]1[C:18](=[O:19])[N:17]2[C:20]([CH3:23])=[CH:21][S:22][C:16]2=[N:15][C:14]=1[C@@H:24]([NH:26][C:32](=[O:33])[O:31][C:27]([CH3:30])([CH3:29])[CH3:28])[CH3:25], predict the reactants needed to synthesize it. The reactants are: O[C@@H](C1C=CC=CC=1)C([O-])=O.[Br:12][C:13]1[C:18](=[O:19])[N:17]2[C:20]([CH3:23])=[CH:21][S:22][C:16]2=[N:15][C:14]=1[C@@H:24]([NH3+:26])[CH3:25].[C:27]([O:31][C:32](O[C:32]([O:31][C:27]([CH3:30])([CH3:29])[CH3:28])=[O:33])=[O:33])([CH3:30])([CH3:29])[CH3:28].C(=O)(O)[O-].[Na+]. (2) Given the product [Br:1][C:2]1[CH:11]=[C:10]2[C:5]([CH:6]=[C:7]([NH:13][C:14]3[CH:18]=[C:17]([CH3:19])[NH:16][N:15]=3)[N:8]=[C:9]2[O:20][CH:3]([CH3:4])[CH3:2])=[CH:4][C:3]=1[O:20][CH3:21], predict the reactants needed to synthesize it. The reactants are: [Br:1][C:2]1[CH:11]=[C:10]2[C:5]([CH:6]=[C:7]([NH:13][C:14]3[CH:18]=[C:17]([CH3:19])[NH:16][N:15]=3)[N:8]=[C:9]2Cl)=[CH:4][C:3]=1[O:20][CH3:21]. (3) Given the product [NH2:38][C:36]1[CH2:35][O:34][CH2:33][C@:20]2([C:19]3[CH:18]=[C:17]([C:11]4[CH:10]=[CH:9][N:8]=[C:7]([F:6])[CH:12]=4)[CH:30]=[C:29]([F:31])[C:28]=3[O:27][C:26]3[C:21]2=[CH:22][C:23]([OH:32])=[CH:24][CH:25]=3)[N:37]=1, predict the reactants needed to synthesize it. The reactants are: C([O-])(=O)C.[K+].[F:6][C:7]1[CH:12]=[C:11](B(O)O)[CH:10]=[CH:9][N:8]=1.Br[C:17]1[CH:30]=[C:29]([F:31])[C:28]2[O:27][C:26]3[C:21](=[CH:22][C:23]([OH:32])=[CH:24][CH:25]=3)[C@:20]3([N:37]=[C:36]([NH:38]C(=O)OC(C)(C)C)[CH2:35][O:34][CH2:33]3)[C:19]=2[CH:18]=1.C(#N)C.O1CCOCC1.